Dataset: Forward reaction prediction with 1.9M reactions from USPTO patents (1976-2016). Task: Predict the product of the given reaction. (1) Given the reactants [CH3:1][C:2]1[NH:3][C:4]2[CH:5]=[CH:6][CH:7]=[C:8]([C:11]#[N:12])[C:9]=2[CH:10]=1, predict the reaction product. The product is: [CH3:1][C:2]1[NH:3][C:4]2[C:9]([CH:10]=1)=[C:8]([CH2:11][NH2:12])[CH:7]=[CH:6][CH:5]=2. (2) Given the reactants Cl[C:2]1[N:7]=[C:6]([Cl:8])[C:5]([C:9](=[O:11])[CH3:10])=[C:4]([NH:12][C:13]2[CH:18]=[CH:17][CH:16]=[CH:15][C:14]=2[S:19]([CH:22]([CH3:24])[CH3:23])(=[O:21])=[O:20])[N:3]=1.[C:25]([O:29][C:30]([N:32]1[CH2:37][CH2:36][CH:35]([C:38]2[CH:43]=[C:42]([O:44][CH:45]([CH3:47])[CH3:46])[C:41]([NH2:48])=[CH:40][C:39]=2[CH3:49])[CH2:34][CH2:33]1)=[O:31])([CH3:28])([CH3:27])[CH3:26], predict the reaction product. The product is: [C:9]([C:5]1[C:6]([Cl:8])=[N:7][C:2]([NH:48][C:41]2[C:42]([O:44][CH:45]([CH3:47])[CH3:46])=[CH:43][C:38]([CH:35]3[CH2:34][CH2:33][N:32]([C:30]([O:29][C:25]([CH3:26])([CH3:28])[CH3:27])=[O:31])[CH2:37][CH2:36]3)=[C:39]([CH3:49])[CH:40]=2)=[N:3][C:4]=1[NH:12][C:13]1[CH:18]=[CH:17][CH:16]=[CH:15][C:14]=1[S:19]([CH:22]([CH3:24])[CH3:23])(=[O:21])=[O:20])(=[O:11])[CH3:10].